From a dataset of Full USPTO retrosynthesis dataset with 1.9M reactions from patents (1976-2016). Predict the reactants needed to synthesize the given product. Given the product [NH2:1][C:2]1[C:11]([C:12]#[C:13][C:14]2[CH:19]=[CH:18][CH:17]=[C:16]([NH:20][C:21]([C:23]3[O:24][CH:25]=[CH:26][C:27]=3[CH3:28])=[O:22])[CH:15]=2)=[CH:10][C:5]([C:6]([OH:8])=[O:7])=[CH:4][N:3]=1, predict the reactants needed to synthesize it. The reactants are: [NH2:1][C:2]1[C:11]([C:12]#[C:13][C:14]2[CH:19]=[CH:18][CH:17]=[C:16]([NH:20][C:21]([C:23]3[O:24][CH:25]=[CH:26][C:27]=3[CH3:28])=[O:22])[CH:15]=2)=[CH:10][C:5]([C:6]([O:8]C)=[O:7])=[CH:4][N:3]=1.[OH-].[Na+].C(O)(=O)C.CCOC(C)=O.